Dataset: Forward reaction prediction with 1.9M reactions from USPTO patents (1976-2016). Task: Predict the product of the given reaction. (1) Given the reactants [Cl:1][C:2]1[CH:3]=[C:4]([CH:8]2[NH:12][C:11]3([CH2:17][CH2:16][CH2:15][CH2:14][CH2:13]3)[NH:10][C:9]2=[O:18])[CH:5]=[CH:6][CH:7]=1.BrN1C(=O)CCC1=O, predict the reaction product. The product is: [Cl:1][C:2]1[CH:3]=[C:4]([C:8]2[C:9](=[O:18])[NH:10][C:11]3([CH2:17][CH2:16][CH2:15][CH2:14][CH2:13]3)[N:12]=2)[CH:5]=[CH:6][CH:7]=1. (2) The product is: [C:1]([O:5][C:6]([N:8]1[CH2:13][CH2:12][CH:11]([O:14][C:35]2[N:34]=[N:33][C:32]([CH2:38][CH2:39][CH2:40][CH3:41])=[C:31]([C:20]3[CH:21]=[CH:22][C:23]([O:24][CH:25]4[CH2:30][CH2:29][CH2:28][CH2:27][CH2:26]4)=[C:18]([Br:17])[CH:19]=3)[CH:36]=2)[CH2:10][CH2:9]1)=[O:7])([CH3:4])([CH3:2])[CH3:3]. Given the reactants [C:1]([O:5][C:6]([N:8]1[CH2:13][CH2:12][CH:11]([OH:14])[CH2:10][CH2:9]1)=[O:7])([CH3:4])([CH3:3])[CH3:2].[H-].[Na+].[Br:17][C:18]1[CH:19]=[C:20]([C:31]2[CH:36]=[C:35](Cl)[N:34]=[N:33][C:32]=2[CH2:38][CH2:39][CH2:40][CH3:41])[CH:21]=[CH:22][C:23]=1[O:24][CH:25]1[CH2:30][CH2:29][CH2:28][CH2:27][CH2:26]1.O, predict the reaction product. (3) Given the reactants C(NC(C)C)(C)C.[Li]CCCC.[CH3:13][CH2:14][O:15][C:16]([CH3:18])=[O:17].[CH2:19]([O:26][C:27]1[CH:32]=[CH:31][CH:30]=[C:29]([CH:33]=[CH:34][N+:35]([O-:37])=[O:36])[CH:28]=1)[C:20]1[CH:25]=[CH:24][CH:23]=[CH:22][CH:21]=1, predict the reaction product. The product is: [CH2:14]([O:15][C:16](=[O:17])[CH2:18][CH:33]([C:29]1[CH:30]=[CH:31][CH:32]=[C:27]([O:26][CH2:19][C:20]2[CH:25]=[CH:24][CH:23]=[CH:22][CH:21]=2)[CH:28]=1)[CH2:34][N+:35]([O-:37])=[O:36])[CH3:13]. (4) Given the reactants [CH3:1][O:2][C:3]([C:5]1[N:6]=[CH:7][C:8]2[C:13]([C:14]=1[OH:15])=[C:12]([O:16][C:17]1[CH:22]=[CH:21][C:20]([F:23])=[CH:19][CH:18]=1)[CH:11]=[CH:10][CH:9]=2)=[O:4].[Br:24]N1C(=O)CCC1=O, predict the reaction product. The product is: [CH3:1][O:2][C:3]([C:5]1[N:6]=[C:7]([Br:24])[C:8]2[C:13]([C:14]=1[OH:15])=[C:12]([O:16][C:17]1[CH:22]=[CH:21][C:20]([F:23])=[CH:19][CH:18]=1)[CH:11]=[CH:10][CH:9]=2)=[O:4].